Task: Regression. Given a target protein amino acid sequence and a drug SMILES string, predict the binding affinity score between them. We predict pIC50 (pIC50 = -log10(IC50 in M); higher means more potent). Dataset: bindingdb_ic50.. Dataset: Drug-target binding data from BindingDB using IC50 measurements (1) The target protein sequence is MPRYGASLRQSCPRSGREQGQDGTAGAPGLLWMGLVLALALALALALSDSRVLWAPAEAHPLSPQGHPARLHRIVPRLRDVFGWGNLTCPICKGLFTAINLGLKKEPNVARVGSVAIKLCNLLKIAPPAVCQSIVHLFEDDMVEVWRRSVLSPSEACGLLLGSTCGHWDIFSSWNISLPTVPKPPPKPPSPPAPGAPVSRILFLTDLHWDHDYLEGTDPDCADPLCCRRGSGLPPASRPGAGYWGEYSKCDLPLRTLESLLSGLGPAGPFDMVYWTGDIPAHDVWHQTRQDQLRALTTVTALVRKFLGPVPVYPAVGNHESTPVNSFPPPFIEGNHSSRWLYEAMAKAWEPWLPAEALRTLRIGGFYALSPYPGLRLISLNMNFCSRENFWLLINSTDPAGQLQWLVGELQAAEDRGDKVHIIGHIPPGHCLKSWSWNYYRIVARYENTLAAQFFGHTHVDEFEVFYDEETLSRPLAVAFLAPSATTYIGLNPGYRVYQI.... The small molecule is COc1c(O)cc2oc3cc(O)c(CC=C(C)C)c(O)c3c(=O)c2c1CC=C(C)C. The pIC50 is 4.9. (2) The compound is CN(C)CCC(=O)N1CCN(c2ccc(Nc3ccnc4ccc(-c5cnc6ccccc6c5)cc34)cc2C(F)(F)F)CC1. The target protein (Q9JLN9) has sequence MLGTGPAVATASAATSSNVSVLQQFASGLKSRNEETRAKAAKELQHYVTMELREMSQEESTRFYDQLNHHIFELVSSSDANERKGGILAIASLIGVEGGNSTRIGRFANYLRNLLPSSDPVVMEMASKAIGRLAMAGDTFTAEYVEFEVKRALEWLGADRNEGRRHAAVLVLRELAISVPTFFFQQVQPFFDNIFVAVWDPKQAIREGAVAALRACLILTTQREPKEMQKPQWYRHTFEEAEKGFDETLAKEKGMNRDDRIHGALLILNELVRISSMEGERLREEMEEITQQQLVHDKYCKDLMGFGTKPRHITPFTSFQAVQPQQPNALVGLLGYSSPQGLMGFGTSPSPAKSTLVESRCCRDLMEEKFDQVCQWVLKCRSSKNSLIQMTILNLLPRLAAFRPSAFTDTQYLQDTMNHVLSCVKKEKERTAAFQALGLLSVAVRSEFKVYLPRVLDIIRAALPPKDFAHKRQKTVQVDATVFTCISMLARAMGPGIQQD.... The pIC50 is 6.5. (3) The drug is COc1cc(O)c2c(c1)C1=CC(=O)C=CC1(C)OC2=O. The target protein (Q58D13) has sequence MAVSAQLLVEELQIFGLECEEAVIEKLVELCILYGQNEEGMASELIAFCTSTRKDCFTLETLNSFEHEFLSKRVSKTRHGASKDKGLRHAGARDIVSIQELIEVEEEEETLLNSYTTPSKGSQKRTITTPETPLTKRSVSARSPHQLLSPSSFSPSATPPQKYSSRSNRGEVVTSFGSAQGVSWSGRGGASPLSLKVLGHPEPLTGSYKYMFQKLPDIREVLTCKIEELGSELKEHYKIEAFAPILVPAQEPVTLLGQIGCDSNGKLNHKSVILEGDLEHSSGAQIPVDLSELKEYSLFPGQVVVMEGINTTGRKLVATRLYEGVPLPFHQPDEEDGDSEQFMVLVACGPYTTSDSITFDPLLDLITIINRDRPDVCILFGPFLDAKHEQVESCLLTSSFEDVFKQCLRTIIEGTRSSGSHLIIVPSLRDVHHEPVYPQPPFSCSDLLREDKKRVRLVSEPCTLSINGVIFGLTSTDLLFHMGAEEISSSSGTSDRFSRI.... The pIC50 is 3.7. (4) The small molecule is CN[C@@H]1C[C@H]2O[C@@](C)([C@@H]1OC)n1c3ccccc3c3c4c(c5c6ccccc6n2c5c31)C(=O)NC4. The target protein (Q28021) has sequence MSRPPPTGKMPGAPEAVSGDGAGASRQRKLEALIRDPRSPINVESLLDGLNPLVLDLDFPALRKNKNIDNFLNRYEKIVKKIRGLQMKAEDYDVVKVIGRGAFGEVQLVRHKASQKVYAMKLLSKFEMIKRSDSAFFWEERDIMAFANSPWVVQLFCAFQDDKYLYMVMEYMPGGDLVNLMSNYDVPEKWAKFYTAEVVLALDAIHSMGLIHRDVKPDNMLLDKHGHLKLADFGTCMKMDETGMVHCDTAVGTPDYISPEVLKSQGGDGYYGRECDWWSVGVFLFEMLVGDTPFYADSLVGTYSKIMDHKNSLCFPEDAEISKHAKNLICAFLTDREVRLGRNGVEEIKQHPFFKNDQWNWDNIRETAAPVVPELSSDIDSSNFDDIEDDKGDVETFPIPKAFVGNQLPFIGFTYYRENLLLSDSPSCKENDSIQSRKNEESQEIQKKLYTLEEHLSTEIQAKEELEQKCKSVNTRLEKVAKELEEEITLRKNVESTLRQ.... The pIC50 is 8.9. (5) The compound is Cc1cnc(N2CC3(CCOCC3)C2)c(C(=O)Nc2ccc(C(=O)N3CCc4cc(-c5nc6cccc(F)c6[nH]5)sc4-c4ccccc43)cc2)c1. The target protein (P04545) has sequence MSRRNPCKFEIRGHCLNGKRCHFSHNYFEWPPHALLVRQNFMLNRILKSMDKSIDTLSEISGAAELDRTEEYALGVVGVLESYIGSINNITKQSACVAMSKLLTELNSDDIKKLRDNEELNSPKIRVYNTVISYIESNRKNNKQTIHLLKRLPADVLKKTIKNTLDIHKSITINNPKESTVSDTNDHAKNNDTT. The pIC50 is 8.7. (6) The drug is CCOc1ccc(-c2cc(-c3ccc(C(F)(F)F)cc3)n(-c3ccc(S(N)(=O)=O)cc3)n2)cc1. The target protein sequence is MLARALLLCAVLALSHTANPCCSHPCQNRGVCMSVGFDQYKCDCTRTGFYGENCSTPEFLTRIKLFLKPTPNTVHYILTHFKGFWNVVNNIPFLRNAIMSYVLTSRSHLIDSPPTYNADYGYKSWEAFSNLSYYTRALPPVPDDCPTPLGVKGKKQLPDSNEIVGKLLLRRKFIPDPQGSNMMFAFFAQHFTHQFFKTDHKRGPAFTNGLGHGVDLNHIYGETLARQRKLRLFKDGKMKYQIIDGEMYPPTVKDTQAEMIYPPQVPEHLRFAVGQEVFGLVPGLMMYATIWLREHNRVCDVLKQEHPEWGDEQLFQTSRLILIGETIKIVIEDYVQHLSGYHFKLKFDPELLFNKQFQYQNRIAAEFNTLYHWHPLLPDTFQIHDQKYNYQQFIYNNSILLEHGITQFVESFTRQIAGRVAGGRNVPPAVQKVSQASIDQSRQMKYQSFNEYRKRFMLKPYESFEELTGEKEMSAELEALYGDIDAVELYPALLVEKPRP.... The pIC50 is 5.5.